Predict the product of the given reaction. From a dataset of Forward reaction prediction with 1.9M reactions from USPTO patents (1976-2016). (1) The product is: [NH2:19][CH2:18][C:17]1[C:16]([CH2:30][CH3:31])=[C:15]([NH:14][C:13]2[C:12]3[C:7](=[CH:8][C:9]([O:35][CH2:36][CH3:37])=[C:10]([O:32][CH2:33][CH3:34])[CH:11]=3)[N:6]=[CH:5][C:4]=2[C:2]([NH2:1])=[O:3])[CH:29]=[CH:28][CH:27]=1. Given the reactants [NH2:1][C:2]([C:4]1[CH:5]=[N:6][C:7]2[C:12]([C:13]=1[NH:14][C:15]1[C:16]([CH2:30][CH3:31])=[C:17]([CH:27]=[CH:28][CH:29]=1)[CH2:18][NH:19]C(=O)OC(C)(C)C)=[CH:11][C:10]([O:32][CH2:33][CH3:34])=[C:9]([O:35][CH2:36][CH3:37])[CH:8]=2)=[O:3].C(O)(C(F)(F)F)=O, predict the reaction product. (2) Given the reactants [Br:1][C:2]1[CH:3]=[C:4]2[C:10]([NH2:11])=[CH:9][NH:8][C:5]2=[N:6][CH:7]=1.[NH:12]1[CH:16]=[CH:15][CH:14]=[C:13]1[CH2:17][N:18]1[CH:22]=[C:21]([C:23]([O-])=[O:24])[CH:20]=[N:19]1.[K+].C(N(CC)CC)C.CN(C(ON1N=NC2C=CC=NC1=2)=[N+](C)C)C.F[P-](F)(F)(F)(F)F, predict the reaction product. The product is: [Br:1][C:2]1[CH:3]=[C:4]2[C:10]([NH:11][C:23]([C:21]3[CH:20]=[N:19][N:18]([CH2:17][C:13]4[NH:12][CH:16]=[CH:15][CH:14]=4)[CH:22]=3)=[O:24])=[CH:9][NH:8][C:5]2=[N:6][CH:7]=1. (3) Given the reactants [O:1]=[C:2]1[NH:6][C:5]2[CH:7]=[CH:8][C:9]([C:11]([OH:13])=O)=[CH:10][C:4]=2[O:3]1.O[N:15]=[C:16]([NH2:23])[C:17]1[CH:22]=[CH:21][CH:20]=[N:19][CH:18]=1.N, predict the reaction product. The product is: [N:19]1[CH:20]=[CH:21][CH:22]=[C:17]([C:16]2[N:23]=[C:11]([C:9]3[CH:8]=[CH:7][C:5]4[NH:6][C:2](=[O:1])[O:3][C:4]=4[CH:10]=3)[O:13][N:15]=2)[CH:18]=1. (4) The product is: [OH:28][NH:27][C:20]([C:18]1[CH:17]=[CH:16][C:14]2[CH2:15][N:9]([CH2:8][CH2:7][C:6]3[CH:25]=[CH:26][C:3]([O:2][CH3:1])=[CH:4][CH:5]=3)[CH2:10][C:11](=[O:24])[NH:12][C:13]=2[CH:19]=1)=[O:21]. Given the reactants [CH3:1][O:2][C:3]1[CH:26]=[CH:25][C:6]([CH2:7][CH2:8][N:9]2[CH2:15][C:14]3[CH:16]=[CH:17][C:18]([C:20](OC)=[O:21])=[CH:19][C:13]=3[NH:12][C:11](=[O:24])[CH2:10]2)=[CH:5][CH:4]=1.[NH2:27][OH:28].[OH-].[Na+].Cl, predict the reaction product. (5) Given the reactants [CH3:1][CH:2]([CH3:10])[C:3](=O)[C:4]([O:6]CC)=O.[F:11][C:12]1[CH:31]=[CH:30][CH:29]=[CH:28][C:13]=1[CH2:14][N:15]1[C:19]2=[N:20][CH:21]=N[CH:23]=[C:18]2[C:17]([C:24](=[NH:27])[NH:25][NH2:26])=[N:16]1.[CH2:32](O)C, predict the reaction product. The product is: [F:11][C:12]1[CH:31]=[CH:30][CH:29]=[CH:28][C:13]=1[CH2:14][N:15]1[C:19]2=[N:20][CH:21]=[CH:32][CH:23]=[C:18]2[C:17]([C:24]2[N:25]=[N:26][C:3]([CH:2]([CH3:1])[CH3:10])=[C:4]([OH:6])[N:27]=2)=[N:16]1. (6) Given the reactants [CH3:1][N:2]1[C:7](=[O:8])[C:6]([NH:9][C:10]2[CH:15]=[CH:14][C:13]([N:16]3[CH2:21][CH2:20][N:19]([CH:22]4[CH2:25][O:24][CH2:23]4)[CH2:18][CH2:17]3)=[CH:12][N:11]=2)=[CH:5][C:4]([C:26]2[N:33]=[CH:32][CH:31]=[C:30]([N:34]3[CH2:46][CH2:45][N:37]4[C:38]5[CH2:39][CH2:40][CH2:41][CH2:42][C:43]=5[CH:44]=[C:36]4[C:35]3=[O:47])[C:27]=2[CH:28]=[O:29])=[CH:3]1.[BH4-].[Na+], predict the reaction product. The product is: [OH:29][CH2:28][C:27]1[C:26]([C:4]2[CH:5]=[C:6]([NH:9][C:10]3[CH:15]=[CH:14][C:13]([N:16]4[CH2:17][CH2:18][N:19]([CH:22]5[CH2:23][O:24][CH2:25]5)[CH2:20][CH2:21]4)=[CH:12][N:11]=3)[C:7](=[O:8])[N:2]([CH3:1])[CH:3]=2)=[N:33][CH:32]=[CH:31][C:30]=1[N:34]1[CH2:46][CH2:45][N:37]2[C:38]3[CH2:39][CH2:40][CH2:41][CH2:42][C:43]=3[CH:44]=[C:36]2[C:35]1=[O:47]. (7) Given the reactants Br[CH2:2][CH2:3][N:4]1[CH2:9][C:8]2[CH:10]=[C:11]([F:14])[CH:12]=[CH:13][C:7]=2[N:6]([C:15]2[CH:20]=[CH:19][CH:18]=[CH:17][C:16]=2[F:21])[S:5]1(=[O:23])=[O:22].[CH3:24][NH2:25].Cl, predict the reaction product. The product is: [F:14][C:11]1[CH:12]=[CH:13][C:7]2[N:6]([C:15]3[CH:20]=[CH:19][CH:18]=[CH:17][C:16]=3[F:21])[S:5](=[O:23])(=[O:22])[N:4]([CH2:3][CH2:2][NH:25][CH3:24])[CH2:9][C:8]=2[CH:10]=1. (8) Given the reactants [NH2:1][C:2]1[C:6]2[CH:7]=[C:8]([CH:11]([OH:13])[CH3:12])[CH:9]=[CH:10][C:5]=2[O:4][C:3]=1[C:14]([NH2:16])=[O:15].[Cl:17][CH2:18][C:19](Cl)=[O:20], predict the reaction product. The product is: [Cl:17][CH2:18][C:19]([O:13][CH:11]([C:8]1[CH:9]=[CH:10][C:5]2[O:4][C:3]([C:14](=[O:15])[NH2:16])=[C:2]([NH:1][C:19](=[O:20])[CH2:18][Cl:17])[C:6]=2[CH:7]=1)[CH3:12])=[O:20].